This data is from Forward reaction prediction with 1.9M reactions from USPTO patents (1976-2016). The task is: Predict the product of the given reaction. (1) Given the reactants [Br:1][C:2]1[CH:3]=[CH:4][C:5]([CH2:8]O)=[N:6][CH:7]=1.N(C(N1CCCCC1)=O)=NC(N1CCCCC1)=O.C1(P(C2C=CC=CC=2)C2C=CC=CC=2)C=CC=CC=1.[C:47]1(=[O:57])[NH:51][C:50](=[O:52])[C:49]2=[CH:53][CH:54]=[CH:55][CH:56]=[C:48]12, predict the reaction product. The product is: [Br:1][C:2]1[CH:3]=[CH:4][C:5]([CH2:8][N:51]2[C:47](=[O:57])[C:48]3[C:49](=[CH:53][CH:54]=[CH:55][CH:56]=3)[C:50]2=[O:52])=[N:6][CH:7]=1. (2) Given the reactants [CH2:1]([CH:8]1[CH2:13][N:12](C(OC(C)(C)C)=O)[C:11](=[O:21])[C:10]2[CH:22]=[C:23]([C:25]3[CH:26]=[CH:27][CH:28]=[C:29]4[C:34]=3[N:33]=[CH:32][CH:31]=[CH:30]4)[NH:24][C:9]1=2)[C:2]1[CH:7]=[CH:6][CH:5]=[CH:4][CH:3]=1.C(O)(C(F)(F)F)=O, predict the reaction product. The product is: [CH2:1]([CH:8]1[CH2:13][NH:12][C:11](=[O:21])[C:10]2[CH:22]=[C:23]([C:25]3[CH:26]=[CH:27][CH:28]=[C:29]4[C:34]=3[N:33]=[CH:32][CH:31]=[CH:30]4)[NH:24][C:9]1=2)[C:2]1[CH:3]=[CH:4][CH:5]=[CH:6][CH:7]=1. (3) The product is: [C:1]1([C:13]2[C:14](=[O:15])[NH:16][C:19](=[O:18])[C:20]=2[C:22]2[C:30]3[C:25](=[CH:26][C:27]([F:31])=[CH:28][CH:29]=3)[NH:24][CH:23]=2)[C:11]2=[C:12]3[C:7](=[CH:8][CH:9]=[CH:10]2)[CH2:6][CH2:5][CH2:4][N:3]3[CH:2]=1. Given the reactants [C:1]1([CH2:13][C:14]([NH2:16])=[O:15])[C:11]2=[C:12]3[C:7](=[CH:8][CH:9]=[CH:10]2)[CH2:6][CH2:5][CH2:4][N:3]3[CH:2]=1.C[O:18][C:19](=O)[C:20]([C:22]1[C:30]2[C:25](=[CH:26][C:27]([F:31])=[CH:28][CH:29]=2)[NH:24][CH:23]=1)=O, predict the reaction product. (4) Given the reactants FC(F)(F)C(OC(=O)C(F)(F)F)=O.[NH2:14][C:15]([C:17]1[CH:18]=[CH:19][C:20]2[C:21]3[N:31]=[C:30]([N:32]4[CH2:37][CH2:36][CH2:35][C@@H:34]([NH:38][C:39](=[O:45])[O:40][C:41]([CH3:44])([CH3:43])[CH3:42])[CH2:33]4)[N:29]([CH2:46][C:47]4[CH:52]=[C:51]([F:53])[CH:50]=[CH:49][C:48]=4[Cl:54])[C:22]=3[C:23](=[O:28])[N:24]([CH3:27])[C:25]=2[CH:26]=1)=O, predict the reaction product. The product is: [Cl:54][C:48]1[CH:49]=[CH:50][C:51]([F:53])=[CH:52][C:47]=1[CH2:46][N:29]1[C:22]2[C:23](=[O:28])[N:24]([CH3:27])[C:25]3[CH:26]=[C:17]([C:15]#[N:14])[CH:18]=[CH:19][C:20]=3[C:21]=2[N:31]=[C:30]1[N:32]1[CH2:37][CH2:36][CH2:35][C@@H:34]([NH:38][C:39](=[O:45])[O:40][C:41]([CH3:44])([CH3:43])[CH3:42])[CH2:33]1. (5) Given the reactants Cl[C:2]1[C:11]2=[N:12][N:13](CC3C=CC(OC)=CC=3)[CH:14]=[C:10]2[C:9]2[CH:8]=[C:7]([O:24][CH3:25])[CH:6]=[CH:5][C:4]=2[N:3]=1.[NH2:26][C:27]1[CH:36]=[C:35]2[C:30]([CH2:31][CH2:32][C:33](=[O:37])[NH:34]2)=[CH:29][CH:28]=1.Cl, predict the reaction product. The product is: [CH3:25][O:24][C:7]1[CH:6]=[CH:5][C:4]2[N:3]=[C:2]([NH:26][C:27]3[CH:36]=[C:35]4[C:30]([CH2:31][CH2:32][C:33](=[O:37])[NH:34]4)=[CH:29][CH:28]=3)[C:11]3=[N:12][NH:13][CH:14]=[C:10]3[C:9]=2[CH:8]=1. (6) The product is: [CH2:30]([O:29][C:17]1[N:16]([CH2:15][C:12]2[CH:11]=[CH:10][C:9]([C:4]3[CH:5]=[CH:6][CH:7]=[CH:8][C:3]=3[C:1]3[NH:38][N:37]=[N:36][N:2]=3)=[CH:14][CH:13]=2)[C:20]2[C:21]([C:25]([O:27][CH3:28])=[O:26])=[CH:22][CH:23]=[CH:24][C:19]=2[N:18]=1)[CH3:31]. Given the reactants [C:1]([C:3]1[CH:8]=[CH:7][CH:6]=[CH:5][C:4]=1[C:9]1[CH:14]=[CH:13][C:12]([CH2:15][N:16]2[C:20]3[C:21]([C:25]([O:27][CH3:28])=[O:26])=[CH:22][CH:23]=[CH:24][C:19]=3[N:18]=[C:17]2[O:29][CH2:30][CH3:31])=[CH:11][CH:10]=1)#[N:2].C[Sn]([N:36]=[N+:37]=[N-:38])(C)C, predict the reaction product. (7) Given the reactants [CH3:1][C:2]1[CH:7]=[CH:6][C:5]([S:8][C:9]2[CH:10]=[C:11]([NH2:15])[CH:12]=[CH:13][CH:14]=2)=[C:4]([N+:16]([O-:18])=[O:17])[CH:3]=1.[C:19](Cl)(=[O:21])[CH3:20], predict the reaction product. The product is: [CH3:1][C:2]1[CH:7]=[CH:6][C:5]([S:8][C:9]2[CH:10]=[C:11]([NH:15][C:19](=[O:21])[CH3:20])[CH:12]=[CH:13][CH:14]=2)=[C:4]([N+:16]([O-:18])=[O:17])[CH:3]=1. (8) Given the reactants S(Cl)(Cl)(=O)=O.Cl[CH2:7][Cl:8].[Br:9][C:10]1[CH:19]=[C:18]2[C:13]([C:14]([C:20]3[C:24]([C:25]4[CH:30]=[CH:29][CH:28]=[CH:27][N:26]=4)=[N:23][N:22]4[CH2:31][CH2:32]C[C:21]=34)=[CH:15][CH:16]=[N:17]2)=[CH:12][CH:11]=1, predict the reaction product. The product is: [Br:9][C:10]1[CH:19]=[C:18]2[C:13]([C:14]([C:20]3[C:24]([C:25]4[CH:30]=[CH:29][CH:28]=[CH:27][N:26]=4)=[N:23][N:22]4[CH2:31][CH2:32][CH:7]([Cl:8])[C:21]=34)=[CH:15][CH:16]=[N:17]2)=[CH:12][CH:11]=1.